Predict the product of the given reaction. From a dataset of Forward reaction prediction with 1.9M reactions from USPTO patents (1976-2016). (1) Given the reactants [CH2:1]([O:8][CH2:9][CH2:10][CH2:11][O:12][C:13]1[CH:18]=[CH:17][C:16]([CH:19]2[CH:24](O)[CH2:23][N:22]([C:26]([O:28][C:29]([CH3:32])([CH3:31])[CH3:30])=[O:27])[CH2:21][CH:20]2[O:33][CH2:34]C2C=CC3C(=CC=CC=3)C=2)=[CH:15][CH:14]=1)[C:2]1[CH:7]=[CH:6][CH:5]=[CH:4][CH:3]=1.[C:58]1(P([C:58]2[CH:63]=[CH:62][CH:61]=[CH:60][CH:59]=2)[C:58]2[CH:63]=[CH:62][CH:61]=[CH:60][CH:59]=2)[CH:63]=[CH:62][CH:61]=[CH:60][CH:59]=1.N(C(OCC)=O)=NC(OCC)=O.C1(P([N:90]=[N+:91]=[N-:92])(C2C=CC=CC=2)=O)C=CC=CC=1.O1[CH2:97][CH2:96][CH2:95][CH2:94]1, predict the reaction product. The product is: [N:90]([CH:24]1[CH2:23][N:22]([C:26]([O:28][C:29]([CH3:31])([CH3:32])[CH3:30])=[O:27])[CH2:21][CH:20]([O:33][CH2:34][C:61]2[CH:60]=[CH:59][C:58]3[C:63](=[CH:94][CH:95]=[CH:96][CH:97]=3)[CH:62]=2)[CH:19]1[C:16]1[CH:17]=[CH:18][C:13]([O:12][CH2:11][CH2:10][CH2:9][O:8][CH2:1][C:2]2[CH:7]=[CH:6][CH:5]=[CH:4][CH:3]=2)=[CH:14][CH:15]=1)=[N+:91]=[N-:92]. (2) Given the reactants [CH3:1][CH:2]([CH3:4])[O-:3].[Na+].Cl[CH2:7][C:8]1[N:9]([CH2:35][CH2:36][CH3:37])[C:10]([C:13]2[CH:18]=[CH:17][N:16]=[C:15]([NH:19][C:20]3[CH:25]=[CH:24][C:23]([S:26](=[O:34])(=[O:33])[NH:27][CH2:28][CH2:29][O:30][CH2:31][CH3:32])=[CH:22][CH:21]=3)[N:14]=2)=[CH:11][N:12]=1.O, predict the reaction product. The product is: [CH:2]([O:3][CH2:7][C:8]1[N:9]([CH2:35][CH2:36][CH3:37])[C:10]([C:13]2[CH:18]=[CH:17][N:16]=[C:15]([NH:19][C:20]3[CH:21]=[CH:22][C:23]([S:26](=[O:34])(=[O:33])[NH:27][CH2:28][CH2:29][O:30][CH2:31][CH3:32])=[CH:24][CH:25]=3)[N:14]=2)=[CH:11][N:12]=1)([CH3:4])[CH3:1]. (3) Given the reactants [Cl-:1].[CH3:2][N+:3]1[CH:7]=[CH:6][N:5]([CH:8]2[CH2:12][CH2:11][N:10]([C:13]3[CH:18]=[CH:17][C:16]([N+:19]([O-])=O)=[CH:15][CH:14]=3)[CH2:9]2)[CH:4]=1, predict the reaction product. The product is: [ClH:1].[Cl-:1].[CH3:2][NH+:3]1[CH:7]=[CH:6][N:5]([CH:8]2[CH2:12][CH2:11][N:10]([C:13]3[CH:18]=[CH:17][C:16]([NH2:19])=[CH:15][CH:14]=3)[CH2:9]2)[CH2:4]1. (4) The product is: [Cl:1][C:2]1[CH:10]=[C:9]([Cl:11])[CH:8]=[CH:7][C:3]=1[C:4]([NH:12][C:13]([C:14]#[N:15])([CH3:29])[CH2:16][N:17]1[CH:25]=[C:24]2[C:19]([C:20]([Cl:28])=[C:21]([Cl:27])[CH:22]=[C:23]2[Cl:26])=[N:18]1)=[O:5]. Given the reactants [Cl:1][C:2]1[CH:10]=[C:9]([Cl:11])[CH:8]=[CH:7][C:3]=1[C:4](Cl)=[O:5].[NH2:12][C:13]([CH3:29])([CH2:16][N:17]1[CH:25]=[C:24]2[C:19]([C:20]([Cl:28])=[C:21]([Cl:27])[CH:22]=[C:23]2[Cl:26])=[N:18]1)[C:14]#[N:15], predict the reaction product. (5) Given the reactants [Cl:1][C:2]1[CH:14]=[C:13]([C:15]2[CH2:18][CH:17]([C:19]([N:21]3[CH2:25][CH2:24][CH2:23][CH2:22]3)=[O:20])[CH:16]=2)[CH:12]=[CH:11][C:3]=1[CH2:4][N:5]1[CH2:9][CH2:8][CH2:7][C@H:6]1[CH3:10].FC(F)(F)C([O-])=O, predict the reaction product. The product is: [ClH:1].[Cl:1][C:2]1[CH:14]=[C:13]([C@H:15]2[CH2:18][C@H:17]([C:19]([N:21]3[CH2:25][CH2:24][CH2:23][CH2:22]3)=[O:20])[CH2:16]2)[CH:12]=[CH:11][C:3]=1[CH2:4][N:5]1[CH2:9][CH2:8][CH2:7][C@H:6]1[CH3:10]. (6) The product is: [CH3:14][O:13][C:11](=[O:12])[CH2:10][O:9][C:8]1[CH:15]=[C:16]([CH3:17])[C:5]([S:2]([NH:25][C:24]2[CH:26]=[CH:27][C:21]([O:20][CH3:19])=[CH:22][C:23]=2[N+:28]([O-:30])=[O:29])(=[O:4])=[O:3])=[C:6]([CH3:18])[CH:7]=1. Given the reactants Cl[S:2]([C:5]1[C:16]([CH3:17])=[CH:15][C:8]([O:9][CH2:10][C:11]([O:13][CH3:14])=[O:12])=[CH:7][C:6]=1[CH3:18])(=[O:4])=[O:3].[CH3:19][O:20][C:21]1[CH:27]=[CH:26][C:24]([NH2:25])=[C:23]([N+:28]([O-:30])=[O:29])[CH:22]=1.N1C=CC=CC=1, predict the reaction product. (7) Given the reactants Br[C:2]1[CH:7]=[CH:6][C:5]([CH:8]2[CH2:16][CH2:15][CH2:14][CH:13]3[N:9]2[CH2:10][CH2:11][CH2:12]3)=[CH:4][CH:3]=1.[CH:17]1[C:22](=[S:23])[CH:21]=[CH:20][NH:19][CH:18]=1.C(=O)([O-])[O-].[K+].[K+], predict the reaction product. The product is: [N:19]1[CH:20]=[CH:21][C:22]([S:23][C:2]2[CH:7]=[CH:6][C:5]([CH:8]3[CH2:16][CH2:15][CH2:14][CH:13]4[N:9]3[CH2:10][CH2:11][CH2:12]4)=[CH:4][CH:3]=2)=[CH:17][CH:18]=1. (8) Given the reactants C([NH:8][C:9]1[C:14]([F:15])=[C:13]([O:16][CH3:17])[CH:12]=[C:11]([O:18][CH3:19])[C:10]=1[F:20])C1C=CC=CC=1.[H][H], predict the reaction product. The product is: [F:15][C:14]1[C:13]([O:16][CH3:17])=[CH:12][C:11]([O:18][CH3:19])=[C:10]([F:20])[C:9]=1[NH2:8]. (9) Given the reactants [Cl:1][C:2]1[C:3]([C:9](=O)[CH2:10][NH:11][C:12](=[O:18])[O:13][C:14]([CH3:17])([CH3:16])[CH3:15])=[N:4][CH:5]=[C:6]([Cl:8])[CH:7]=1.Cl.[NH2:21][OH:22].N1C=CC=CC=1, predict the reaction product. The product is: [Cl:1][C:2]1[C:3]([C:9](=[N:21][OH:22])[CH2:10][NH:11][C:12](=[O:18])[O:13][C:14]([CH3:17])([CH3:16])[CH3:15])=[N:4][CH:5]=[C:6]([Cl:8])[CH:7]=1. (10) Given the reactants C(OC(=O)C)(=O)C.CN([C@@H](C(C)C)C[C@H](C1SC=C(C(N[C@@H:39]([CH2:46][C:47]2[CH:52]=[CH:51][CH:50]=[CH:49][CH:48]=2)[CH2:40][C@H:41]([CH3:45])[C:42]([OH:44])=[O:43])=O)N=1)O)C(=O)[C@@H](NC([C@H]1CCCCN1C)=O)[C@@H](C)CC, predict the reaction product. The product is: [CH3:45][CH:41]([CH2:40][CH2:39][CH2:46][C:47]1[CH:48]=[CH:49][CH:50]=[CH:51][CH:52]=1)[C:42]([OH:44])=[O:43].